From a dataset of Reaction yield outcomes from USPTO patents with 853,638 reactions. Predict the reaction yield, written as a fraction of the theoretical maximum amount of product (1.0 means a 100% yield; for example, 0.34 means a 34% yield). (1) The reactants are C(OC([NH:8][C:9]1[CH:14]=[CH:13][C:12]([C@H:15]([N:19]([CH:21]([CH3:23])[CH3:22])[CH3:20])[C:16]([OH:18])=O)=[CH:11][CH:10]=1)=O)(C)(C)C.ON1[C:29]2[N:30]=[CH:31]C=CC=2N=N1.Cl.CN(C)CCCN=C=NCC.CNC.C1COCC1.C(=O)([O-])[O-].[K+].[K+]. The catalyst is O.CN(C=O)C. The product is [NH2:8][C:9]1[CH:10]=[CH:11][C:12]([C@H:15]([N:19]([CH:21]([CH3:22])[CH3:23])[CH3:20])[C:16]([N:30]([CH3:31])[CH3:29])=[O:18])=[CH:13][CH:14]=1. The yield is 0.580. (2) The reactants are [CH3:1][O:2][C:3]1[CH:4]=[C:5]([CH:7]=[CH:8][CH:9]=1)[NH2:6].[CH2:10]([O:12][C:13](=[O:24])[C:14](=[CH:20]OCC)[C:15](OCC)=[O:16])[CH3:11].C1C=CC(C2C=CC=CC=2)=CC=1.C1C=CC(OC2C=CC=CC=2)=CC=1. The catalyst is CCCCCC. The product is [CH3:1][O:2][C:3]1[CH:4]=[C:5]2[C:7]([C:15](=[O:16])[C:14]([C:13]([O:12][CH2:10][CH3:11])=[O:24])=[CH:20][NH:6]2)=[CH:8][CH:9]=1. The yield is 0.430. (3) The reactants are [CH:1]1[C:10]2[C:5](=[CH:6][CH:7]=[CH:8][CH:9]=2)[CH:4]=[CH:3][C:2]=1[NH2:11].C1C(=O)N([Cl:19])C(=O)C1. The catalyst is C(Cl)(Cl)(Cl)Cl. The product is [Cl:19][C:1]1[C:10]2[C:5](=[CH:6][CH:7]=[CH:8][CH:9]=2)[CH:4]=[CH:3][C:2]=1[NH2:11]. The yield is 0.960.